From a dataset of NCI-60 drug combinations with 297,098 pairs across 59 cell lines. Regression. Given two drug SMILES strings and cell line genomic features, predict the synergy score measuring deviation from expected non-interaction effect. (1) Drug 1: CCCCCOC(=O)NC1=NC(=O)N(C=C1F)C2C(C(C(O2)C)O)O. Drug 2: C1CNP(=O)(OC1)N(CCCl)CCCl. Cell line: HL-60(TB). Synergy scores: CSS=-5.70, Synergy_ZIP=4.44, Synergy_Bliss=2.71, Synergy_Loewe=-1.69, Synergy_HSA=-3.84. (2) Drug 1: CN(C)N=NC1=C(NC=N1)C(=O)N. Drug 2: CN(CC1=CN=C2C(=N1)C(=NC(=N2)N)N)C3=CC=C(C=C3)C(=O)NC(CCC(=O)O)C(=O)O. Cell line: SNB-75. Synergy scores: CSS=20.9, Synergy_ZIP=-6.34, Synergy_Bliss=-0.966, Synergy_Loewe=-29.3, Synergy_HSA=-1.86.